Task: Predict the product of the given reaction.. Dataset: Forward reaction prediction with 1.9M reactions from USPTO patents (1976-2016) (1) Given the reactants [CH3:1]C1(C)CCCC(C)(C)N1.C(=O)=O.[Li]CCCC.[Cl:19][C:20]1[CH:21]=[C:22]([CH:26]=[CH:27][N:28]=1)[C:23]([OH:25])=[O:24].C=O, predict the reaction product. The product is: [Cl:19][C:20]1[C:21]2[CH2:1][O:24][C:23](=[O:25])[C:22]=2[CH:26]=[CH:27][N:28]=1. (2) Given the reactants [OH:1][CH2:2][C:3]1[CH:4]=[C:5]2[C:10](=[CH:11][CH:12]=1)[CH:9]=[C:8]([OH:13])[CH:7]=[CH:6]2.C(N(CC)CC)C.[C:21](Cl)(=[O:25])[C:22]([CH3:24])=[CH2:23], predict the reaction product. The product is: [C:21]([O:13][C:8]1[CH:7]=[CH:6][C:5]2[C:10](=[CH:11][CH:12]=[C:3]([CH2:2][OH:1])[CH:4]=2)[CH:9]=1)(=[O:25])[C:22]([CH3:24])=[CH2:23].